Task: Regression. Given two drug SMILES strings and cell line genomic features, predict the synergy score measuring deviation from expected non-interaction effect.. Dataset: NCI-60 drug combinations with 297,098 pairs across 59 cell lines (1) Drug 1: C1=NC2=C(N=C(N=C2N1C3C(C(C(O3)CO)O)O)F)N. Drug 2: CC1=C(N=C(N=C1N)C(CC(=O)N)NCC(C(=O)N)N)C(=O)NC(C(C2=CN=CN2)OC3C(C(C(C(O3)CO)O)O)OC4C(C(C(C(O4)CO)O)OC(=O)N)O)C(=O)NC(C)C(C(C)C(=O)NC(C(C)O)C(=O)NCCC5=NC(=CS5)C6=NC(=CS6)C(=O)NCCC[S+](C)C)O. Cell line: U251. Synergy scores: CSS=38.4, Synergy_ZIP=2.22, Synergy_Bliss=-0.0444, Synergy_Loewe=-23.3, Synergy_HSA=-0.508. (2) Drug 1: CC1=C2C(C(=O)C3(C(CC4C(C3C(C(C2(C)C)(CC1OC(=O)C(C(C5=CC=CC=C5)NC(=O)C6=CC=CC=C6)O)O)OC(=O)C7=CC=CC=C7)(CO4)OC(=O)C)O)C)OC(=O)C. Drug 2: CCC1=C2CN3C(=CC4=C(C3=O)COC(=O)C4(CC)O)C2=NC5=C1C=C(C=C5)O. Cell line: NCI-H460. Synergy scores: CSS=30.9, Synergy_ZIP=-4.40, Synergy_Bliss=-3.00, Synergy_Loewe=-31.0, Synergy_HSA=0.895. (3) Drug 1: CN1CCC(CC1)COC2=C(C=C3C(=C2)N=CN=C3NC4=C(C=C(C=C4)Br)F)OC. Drug 2: CS(=O)(=O)OCCCCOS(=O)(=O)C. Cell line: HS 578T. Synergy scores: CSS=-0.572, Synergy_ZIP=7.41, Synergy_Bliss=-0.396, Synergy_Loewe=-8.46, Synergy_HSA=-7.71. (4) Drug 1: COC1=CC(=CC(=C1O)OC)C2C3C(COC3=O)C(C4=CC5=C(C=C24)OCO5)OC6C(C(C7C(O6)COC(O7)C8=CC=CS8)O)O. Drug 2: CCC(=C(C1=CC=CC=C1)C2=CC=C(C=C2)OCCN(C)C)C3=CC=CC=C3.C(C(=O)O)C(CC(=O)O)(C(=O)O)O. Cell line: HOP-62. Synergy scores: CSS=20.9, Synergy_ZIP=3.49, Synergy_Bliss=4.78, Synergy_Loewe=-31.2, Synergy_HSA=0.594.